From a dataset of Reaction yield outcomes from USPTO patents with 853,638 reactions. Predict the reaction yield, written as a fraction of the theoretical maximum amount of product (1.0 means a 100% yield; for example, 0.34 means a 34% yield). (1) The reactants are [Br:1][C:2]1[CH:7]=[CH:6][CH:5]=[C:4]([Br:8])[C:3]=1[OH:9].[C:10](=O)([O-])[O-].[K+].[K+].IC. The catalyst is CC(C)=O. The product is [Br:1][C:2]1[CH:7]=[CH:6][CH:5]=[C:4]([Br:8])[C:3]=1[O:9][CH3:10]. The yield is 0.980. (2) The reactants are [NH2:1][C:2]1[CH:10]=[C:9]2[C:5]([CH2:6][CH2:7][C:8]2=[O:11])=[CH:4][CH:3]=1.C(=O)([O-])O.[Na+].[Cl:17][C:18]1[N:19]=[C:20]2[N:24]([C:25]=1[S:26](Cl)(=[O:28])=[O:27])[CH2:23][CH2:22][S:21]2. The catalyst is C(#N)C. The product is [O:11]=[C:8]1[C:9]2[C:5](=[CH:4][CH:3]=[C:2]([NH:1][S:26]([C:25]3[N:24]4[C:20]([S:21][CH2:22][CH2:23]4)=[N:19][C:18]=3[Cl:17])(=[O:27])=[O:28])[CH:10]=2)[CH2:6][CH2:7]1. The yield is 0.500. (3) The reactants are [NH:1]1[C:8]2[N:4]([N:5]=[CH:6][CH:7]=2)[CH2:3][CH2:2]1.[Br:9]Br. The catalyst is C(O)(=O)C. The product is [BrH:9].[Br:9][C:7]1[CH:6]=[N:5][N:4]2[CH2:3][CH2:2][NH:1][C:8]=12. The yield is 0.720. (4) The reactants are Br[C:2]1[S:3][C:4]([NH:30]C(=O)OC(C)(C)C)=[C:5]([C:7](=[O:29])[NH:8][C:9]2[CH:10]=[N:11][N:12]([CH3:28])[C:13]=2[N:14]2[CH2:20][CH2:19][CH2:18][C@@H:17]([NH:21]C(=O)C(F)(F)F)[CH2:16][CH2:15]2)[N:6]=1.[C:38]1(B(O)O)[CH2:43][CH2:42][CH2:41][CH2:40][CH:39]=1. No catalyst specified. The product is [NH2:30][C:4]1[S:3][C:2]([C:38]2[CH2:43][CH2:42][CH2:41][CH2:40][CH:39]=2)=[N:6][C:5]=1[C:7]([NH:8][C:9]1[CH:10]=[N:11][N:12]([CH3:28])[C:13]=1[N:14]1[CH2:20][CH2:19][CH2:18][C@@H:17]([NH2:21])[CH2:16][CH2:15]1)=[O:29]. The yield is 0.330. (5) The reactants are Cl.[CH2:2]([O:4][C:5]1[CH:6]=[C:7]([N:12]2[C:16]([CH2:17][NH2:18])=[CH:15][C:14]([C:19]([F:22])([F:21])[F:20])=[N:13]2)[CH:8]=[C:9]([CH3:11])[CH:10]=1)[CH3:3].[F:23][C:24]1[CH:25]=[C:26]([NH:35][C:36](=O)[O:37]C2C=CC=CC=2)[CH:27]=[CH:28][C:29]=1[CH2:30][O:31][CH2:32][CH2:33][OH:34]. The catalyst is C(#N)C. The product is [CH2:2]([O:4][C:5]1[CH:6]=[C:7]([N:12]2[C:16]([CH2:17][NH:18][C:36]([NH:35][C:26]3[CH:27]=[CH:28][C:29]([CH2:30][O:31][CH2:32][CH2:33][OH:34])=[C:24]([F:23])[CH:25]=3)=[O:37])=[CH:15][C:14]([C:19]([F:20])([F:21])[F:22])=[N:13]2)[CH:8]=[C:9]([CH3:11])[CH:10]=1)[CH3:3]. The yield is 0.390. (6) The reactants are [CH:1]1([NH:4][C:5]2[N:10]=[C:9](O)[C:8]([C:12]#[N:13])=[C:7]([C:14]3[CH:19]=[CH:18][CH:17]=[CH:16][C:15]=3[F:20])[N:6]=2)[CH2:3][CH2:2]1.O=P(Cl)(Cl)[Cl:23].C([O-])(O)=O.[Na+]. The catalyst is O1CCOCC1. The product is [Cl:23][C:9]1[C:8]([C:12]#[N:13])=[C:7]([C:14]2[CH:19]=[CH:18][CH:17]=[CH:16][C:15]=2[F:20])[N:6]=[C:5]([NH:4][CH:1]2[CH2:3][CH2:2]2)[N:10]=1. The yield is 1.00. (7) The reactants are [NH2:1][CH:2]1[CH2:7][CH2:6][N:5]([C:8]([O:10][CH2:11][C:12]2[CH:17]=[CH:16][CH:15]=[CH:14][CH:13]=2)=[O:9])[CH2:4][CH2:3]1.[CH3:18][C:19]1[N:20]=[CH:21][NH:22][C:23]=1[CH:24]=O.C(O[BH-](OC(=O)C)OC(=O)C)(=O)C.[Na+].C(=O)([O-])[O-].[K+].[K+]. The catalyst is ClCCCl.C(O)(=O)C. The product is [CH3:18][C:19]1[N:20]=[CH:21][NH:22][C:23]=1[CH2:24][NH:1][CH:2]1[CH2:3][CH2:4][N:5]([C:8]([O:10][CH2:11][C:12]2[CH:17]=[CH:16][CH:15]=[CH:14][CH:13]=2)=[O:9])[CH2:6][CH2:7]1. The yield is 0.570.